From a dataset of Forward reaction prediction with 1.9M reactions from USPTO patents (1976-2016). Predict the product of the given reaction. (1) Given the reactants Br[CH2:2][CH2:3][C:4]1[CH:8]=[C:7]([C:9]2[CH:14]=[CH:13][C:12]([S:15]([CH3:18])(=[O:17])=[O:16])=[CH:11][CH:10]=2)[N:6]([C:19]2[CH:24]=[CH:23][C:22]([F:25])=[CH:21][CH:20]=2)[C:5]=1[CH3:26].[I-].[Na+].[C:29]1(=[O:39])[NH:33][C:32](=[O:34])[C:31]2=[CH:35][CH:36]=[CH:37][CH:38]=[C:30]12.[K], predict the reaction product. The product is: [C:29]1(=[O:39])[N:33]([CH2:2][CH2:3][C:4]2[CH:8]=[C:7]([C:9]3[CH:14]=[CH:13][C:12]([S:15]([CH3:18])(=[O:17])=[O:16])=[CH:11][CH:10]=3)[N:6]([C:19]3[CH:24]=[CH:23][C:22]([F:25])=[CH:21][CH:20]=3)[C:5]=2[CH3:26])[C:32](=[O:34])[C:31]2=[CH:35][CH:36]=[CH:37][CH:38]=[C:30]12. (2) Given the reactants Cl[C:2]1[NH:3][C:4]2[CH:10]=[CH:9][CH:8]=[CH:7][C:5]=2[N:6]=1.[CH3:11][O:12][C:13]1[CH:14]=[C:15]([CH:17]=[C:18]([C:20]([F:23])([F:22])[F:21])[CH:19]=1)[NH2:16], predict the reaction product. The product is: [N:6]1[C:5]2[CH:7]=[CH:8][CH:9]=[CH:10][C:4]=2[NH:3][C:2]=1[NH:16][C:15]1[CH:17]=[C:18]([C:20]([F:22])([F:23])[F:21])[CH:19]=[C:13]([O:12][CH3:11])[CH:14]=1. (3) Given the reactants [C:1]([C:3]1[CH:4]=[C:5]2[C:10](=[CH:11][CH:12]=1)[N:9]=[C:8]([N:13]1[CH2:17][CH2:16][CH:15]([NH:18][C:19](=[O:24])[C:20]([CH3:23])([CH3:22])[CH3:21])[CH2:14]1)[CH:7]=[CH:6]2)#[N:2].Cl.[OH:26][NH2:27].C(=O)([O-])[O-].[Na+].[Na+], predict the reaction product. The product is: [OH:26][NH:27][C:1](=[NH:2])[C:3]1[CH:4]=[C:5]2[C:10](=[CH:11][CH:12]=1)[N:9]=[C:8]([N:13]1[CH2:17][CH2:16][CH:15]([NH:18][C:19](=[O:24])[C:20]([CH3:21])([CH3:22])[CH3:23])[CH2:14]1)[CH:7]=[CH:6]2. (4) Given the reactants [Br:1][C:2]1[CH:3]=[C:4]([CH:23]2[C:32]3[C:31](=[O:33])[CH2:30][CH:29]([CH2:34][CH2:35][CH3:36])[CH2:28][C:27]=3[NH:26][C:25]([CH3:37])=[C:24]2[C:38]#[N:39])[CH:5]=[C:6]([O:20][CH2:21][CH3:22])[C:7]=1[O:8][CH2:9][C:10]1[CH:15]=[C:14]([F:16])[CH:13]=[CH:12][C:11]=1[N+:17]([O-])=O.C(O)(=O)C, predict the reaction product. The product is: [NH2:17][C:11]1[CH:12]=[CH:13][C:14]([F:16])=[CH:15][C:10]=1[CH2:9][O:8][C:7]1[C:6]([O:20][CH2:21][CH3:22])=[CH:5][C:4]([CH:23]2[C:32]3[C:31](=[O:33])[CH2:30][CH:29]([CH2:34][CH2:35][CH3:36])[CH2:28][C:27]=3[NH:26][C:25]([CH3:37])=[C:24]2[C:38]#[N:39])=[CH:3][C:2]=1[Br:1]. (5) Given the reactants [CH3:1][C:2]1[C:10]2[C:5](=[CH:6][CH:7]=[C:8](/[CH:11]=[C:12](/[C:14](=O)[CH3:15])\[CH3:13])[CH:9]=2)[NH:4][N:3]=1.[N:17]([O-])=O.[O:20]1[C:24]([NH2:25])=[CH:23][CH:22]=[N:21]1, predict the reaction product. The product is: [CH3:15][C:14]1[NH:25][C:24]2[O:20][N:21]=[CH:22][C:23]=2[CH:11]([C:8]2[CH:9]=[C:10]3[C:5](=[CH:6][CH:7]=2)[NH:4][N:3]=[C:2]3[CH3:1])[C:12]=1[C:13]#[N:17]. (6) Given the reactants [CH3:1][O:2][C:3]([C:5]1[CH:14]=[C:13]([O:15][CH2:16][C:17](O)=[O:18])[C:12]2[C:7](=[CH:8][C:9]([Cl:21])=[CH:10][C:11]=2[Cl:20])[CH:6]=1)=[O:4].S(Cl)([Cl:24])=O, predict the reaction product. The product is: [CH3:1][O:2][C:3]([C:5]1[CH:14]=[C:13]([O:15][CH2:16][C:17]([Cl:24])=[O:18])[C:12]2[C:7](=[CH:8][C:9]([Cl:21])=[CH:10][C:11]=2[Cl:20])[CH:6]=1)=[O:4]. (7) Given the reactants C[O:2][C:3](=[O:53])[C@@H:4]([NH:20][C:21]([C@@H:23]1[CH2:32][C:31]2[CH:30]=[C:29]3[O:33][CH2:34][C@H:35]([C:37]4[CH:42]=[CH:41][C:40]([O:43][CH2:44][C:45]5[CH:50]=[CH:49][C:48]([Cl:51])=[C:47]([Cl:52])[CH:46]=5)=[CH:39][CH:38]=4)[O:36][C:28]3=[CH:27][C:26]=2[CH2:25][NH:24]1)=[O:22])[CH2:5][C:6]1[CH:11]=[CH:10][C:9]([C:12]2[CH:17]=[CH:16][N:15]=[C:14]([CH3:18])[C:13]=2[CH3:19])=[CH:8][CH:7]=1.[CH:54]1[CH:59]=[CH:58][CH:57]=[CH:56][CH:55]=1, predict the reaction product. The product is: [Cl:52][C:47]1[CH:46]=[C:45]([CH:50]=[CH:49][C:48]=1[Cl:51])[CH2:44][O:43][C:40]1[CH:39]=[CH:38][C:37]([C@H:35]2[CH2:34][O:33][C:29]3=[CH:30][C:31]4[CH2:32][C@@H:23]([C:21]([NH:20][C@@H:4]([CH2:5][C:6]5[CH:11]=[CH:10][C:9]([C:12]6[CH:17]=[CH:16][N:15]=[C:14]([CH3:18])[C:13]=6[CH3:19])=[CH:8][CH:7]=5)[C:3]([OH:2])=[O:53])=[O:22])[N:24]([C:21](=[O:22])[NH:20][C@H:4]([C:54]5[CH:59]=[CH:58][CH:57]=[CH:56][CH:55]=5)[CH3:3])[CH2:25][C:26]=4[CH:27]=[C:28]3[O:36]2)=[CH:42][CH:41]=1. (8) The product is: [Cl:1][C:2]1[CH:29]=[CH:28][C:5]([CH2:6][NH:7][C:8]([C:10]2[C:11](=[O:27])[C:12]3[CH:18]=[C:17]([C:19]([N:21]4[CH2:22][CH2:23][O:24][CH2:25][CH2:26]4)=[O:20])[S:16][C:13]=3[N:14]([CH3:30])[CH:15]=2)=[O:9])=[CH:4][CH:3]=1. Given the reactants [Cl:1][C:2]1[CH:29]=[CH:28][C:5]([CH2:6][NH:7][C:8]([C:10]2[C:11]([OH:27])=[C:12]3[CH:18]=[C:17]([C:19]([N:21]4[CH2:26][CH2:25][O:24][CH2:23][CH2:22]4)=[O:20])[S:16][C:13]3=[N:14][CH:15]=2)=[O:9])=[CH:4][CH:3]=1.[C:30](=O)([O-])[O-].[K+].[K+].IC.O, predict the reaction product. (9) Given the reactants C(OC(=O)[NH:7][C:8]1[C:9]([C:13]2[CH:18]=[CH:17][C:16]([O:19][CH2:20][C:21]3[CH:22]=[N:23][CH:24]=[CH:25][CH:26]=3)=[CH:15][CH:14]=2)=[N:10][O:11][CH:12]=1)(C)(C)C.Cl.C([O-])(O)=O.[Na+], predict the reaction product. The product is: [N:23]1[CH:24]=[CH:25][CH:26]=[C:21]([CH2:20][O:19][C:16]2[CH:17]=[CH:18][C:13]([C:9]3[C:8]([NH2:7])=[CH:12][O:11][N:10]=3)=[CH:14][CH:15]=2)[CH:22]=1. (10) Given the reactants [CH3:1][C:2]1[CH:10]=[CH:9][C:5]2[S:6][CH:7]=[CH:8][C:4]=2[CH:3]=1.[Li]CCCC.[S:16](Cl)(Cl)(=[O:18])=[O:17].[NH4+:21].[OH-].Cl, predict the reaction product. The product is: [CH3:1][C:2]1[CH:10]=[CH:9][C:5]2[S:6][C:7]([S:16]([NH2:21])(=[O:18])=[O:17])=[CH:8][C:4]=2[CH:3]=1.